Dataset: NCI-60 drug combinations with 297,098 pairs across 59 cell lines. Task: Regression. Given two drug SMILES strings and cell line genomic features, predict the synergy score measuring deviation from expected non-interaction effect. (1) Drug 1: C1=CN(C(=O)N=C1N)C2C(C(C(O2)CO)O)O.Cl. Drug 2: CN(C(=O)NC(C=O)C(C(C(CO)O)O)O)N=O. Cell line: HOP-62. Synergy scores: CSS=56.8, Synergy_ZIP=0.0534, Synergy_Bliss=-1.84, Synergy_Loewe=-52.1, Synergy_HSA=0.369. (2) Drug 1: C1=NC2=C(N1)C(=S)N=C(N2)N. Drug 2: C1CN1P(=S)(N2CC2)N3CC3. Cell line: 786-0. Synergy scores: CSS=41.0, Synergy_ZIP=-6.63, Synergy_Bliss=-1.12, Synergy_Loewe=-12.0, Synergy_HSA=1.31. (3) Drug 1: CN1CCC(CC1)COC2=C(C=C3C(=C2)N=CN=C3NC4=C(C=C(C=C4)Br)F)OC. Drug 2: C(CCl)NC(=O)N(CCCl)N=O. Cell line: MOLT-4. Synergy scores: CSS=9.30, Synergy_ZIP=-4.54, Synergy_Bliss=0.366, Synergy_Loewe=-0.807, Synergy_HSA=0.497. (4) Drug 1: CC1=C2C(C(=O)C3(C(CC4C(C3C(C(C2(C)C)(CC1OC(=O)C(C(C5=CC=CC=C5)NC(=O)C6=CC=CC=C6)O)O)OC(=O)C7=CC=CC=C7)(CO4)OC(=O)C)O)C)OC(=O)C. Drug 2: CS(=O)(=O)OCCCCOS(=O)(=O)C. Cell line: NCI/ADR-RES. Synergy scores: CSS=3.79, Synergy_ZIP=0.392, Synergy_Bliss=1.44, Synergy_Loewe=-0.128, Synergy_HSA=0.0299. (5) Drug 1: CC1=C(C=C(C=C1)NC2=NC=CC(=N2)N(C)C3=CC4=NN(C(=C4C=C3)C)C)S(=O)(=O)N.Cl. Synergy scores: CSS=-7.93, Synergy_ZIP=1.18, Synergy_Bliss=-3.72, Synergy_Loewe=-6.50, Synergy_HSA=-6.63. Drug 2: C1CNP(=O)(OC1)N(CCCl)CCCl. Cell line: SK-MEL-28. (6) Drug 1: C1CCN(CC1)CCOC2=CC=C(C=C2)C(=O)C3=C(SC4=C3C=CC(=C4)O)C5=CC=C(C=C5)O. Drug 2: CC(C)CN1C=NC2=C1C3=CC=CC=C3N=C2N. Cell line: SK-MEL-28. Synergy scores: CSS=-4.42, Synergy_ZIP=4.78, Synergy_Bliss=7.66, Synergy_Loewe=-1.08, Synergy_HSA=0.186.